From a dataset of Reaction yield outcomes from USPTO patents with 853,638 reactions. Predict the reaction yield, written as a fraction of the theoretical maximum amount of product (1.0 means a 100% yield; for example, 0.34 means a 34% yield). The reactants are C[O:2][C:3]([C:5]1[CH:6]=[C:7]([NH:11][C:12]2[N:17]=[C:16]([NH:18][C:19]3[CH:24]=[CH:23][CH:22]=[C:21]([C:25]([O:27]C)=[O:26])[CH:20]=3)[C:15]([F:29])=[CH:14][N:13]=2)[CH:8]=[CH:9][CH:10]=1)=[O:4].[OH-].[Na+]. The catalyst is C1COCC1.O.C(OCC)(=O)C. The product is [C:3]([C:5]1[CH:6]=[C:7]([NH:11][C:12]2[N:17]=[C:16]([NH:18][C:19]3[CH:24]=[CH:23][CH:22]=[C:21]([C:25]([OH:27])=[O:26])[CH:20]=3)[C:15]([F:29])=[CH:14][N:13]=2)[CH:8]=[CH:9][CH:10]=1)([OH:4])=[O:2]. The yield is 0.580.